Dataset: Catalyst prediction with 721,799 reactions and 888 catalyst types from USPTO. Task: Predict which catalyst facilitates the given reaction. (1) Reactant: [F:1][C:2]1[C:10]([CH3:11])=[CH:9][CH:8]=[CH:7][C:3]=1[C:4]([OH:6])=[O:5].[Br:12]N1C(=O)CCC1=O.N(C(C)(C)C#N)=NC(C)(C)C#N. Product: [Br:12][CH2:11][C:10]1[C:2]([F:1])=[C:3]([CH:7]=[CH:8][CH:9]=1)[C:4]([OH:6])=[O:5]. The catalyst class is: 53. (2) Reactant: [CH2:1]([N:6]1[C:10](=[O:11])[C:9](=[O:12])[C:8]2=[CH:13][CH:14]=[CH:15][N:7]12)[CH2:2][CH2:3][CH2:4][CH3:5].[CH2:16]1[O:24][C:23]2[C:18](=[CH:19][CH:20]=[C-:21][CH:22]=2)[O:17]1.[Mg+2].[Br-]. Product: [O:17]1[C:18]2[CH:19]=[CH:20][C:21]([C:9]3([OH:12])[C:10](=[O:11])[N:6]([CH2:1][CH2:2][CH2:3][CH2:4][CH3:5])[N:7]4[CH:15]=[CH:14][CH:13]=[C:8]34)=[CH:22][C:23]=2[O:24][CH2:16]1. The catalyst class is: 1.